From a dataset of NCI-60 drug combinations with 297,098 pairs across 59 cell lines. Regression. Given two drug SMILES strings and cell line genomic features, predict the synergy score measuring deviation from expected non-interaction effect. (1) Drug 1: CC1=C2C(C(=O)C3(C(CC4C(C3C(C(C2(C)C)(CC1OC(=O)C(C(C5=CC=CC=C5)NC(=O)OC(C)(C)C)O)O)OC(=O)C6=CC=CC=C6)(CO4)OC(=O)C)O)C)O. Drug 2: COC1=C2C(=CC3=C1OC=C3)C=CC(=O)O2. Cell line: HOP-92. Synergy scores: CSS=5.53, Synergy_ZIP=-4.67, Synergy_Bliss=-8.09, Synergy_Loewe=-94.0, Synergy_HSA=-8.87. (2) Drug 1: CC1C(C(CC(O1)OC2CC(CC3=C2C(=C4C(=C3O)C(=O)C5=C(C4=O)C(=CC=C5)OC)O)(C(=O)C)O)N)O.Cl. Drug 2: CC1CCC2CC(C(=CC=CC=CC(CC(C(=O)C(C(C(=CC(C(=O)CC(OC(=O)C3CCCCN3C(=O)C(=O)C1(O2)O)C(C)CC4CCC(C(C4)OC)OCCO)C)C)O)OC)C)C)C)OC. Cell line: HOP-92. Synergy scores: CSS=23.4, Synergy_ZIP=-0.252, Synergy_Bliss=2.62, Synergy_Loewe=4.16, Synergy_HSA=4.58. (3) Drug 1: CCC(=C(C1=CC=CC=C1)C2=CC=C(C=C2)OCCN(C)C)C3=CC=CC=C3.C(C(=O)O)C(CC(=O)O)(C(=O)O)O. Drug 2: CC1=C2C(C(=O)C3(C(CC4C(C3C(C(C2(C)C)(CC1OC(=O)C(C(C5=CC=CC=C5)NC(=O)C6=CC=CC=C6)O)O)OC(=O)C7=CC=CC=C7)(CO4)OC(=O)C)O)C)OC(=O)C. Cell line: T-47D. Synergy scores: CSS=18.6, Synergy_ZIP=0.585, Synergy_Bliss=0.921, Synergy_Loewe=0.689, Synergy_HSA=0.716.